Dataset: Experimentally validated miRNA-target interactions with 360,000+ pairs, plus equal number of negative samples. Task: Binary Classification. Given a miRNA mature sequence and a target amino acid sequence, predict their likelihood of interaction. (1) The protein sequence of the target gene is MAAADAEQAVLAKQETKQDCCMKTELLREDTPMAADEGSTEKQEGETPMAADGETNGSCEKSGDPSHLNAPKHTQENTRASPQEGTNRVSRVAENGVSERDTEVGKQNHVTADDFMQTSVIGSNGYFLNKPALQGQPLRTPNILTSSLPGHAAKTLPGGASKCRTLSALPQTPTTAPTVPGEGSADTEDRKPTASGTDVRVHRARKTMPKSILGLHAASKDHREVQDHKEPKEDINRNISECGRQQLLPTFPALHQSLPQNQCYMATTKSQTACLPFVLAAAVSRKKKRRMGTYSLVPKK.... Result: 0 (no interaction). The miRNA is hsa-miR-1207-3p with sequence UCAGCUGGCCCUCAUUUC. (2) The miRNA is hsa-miR-504-5p with sequence AGACCCUGGUCUGCACUCUAUC. The protein sequence of the target gene is MPDHDSTALLSRQTKRRRVDIGVKRTVGTASAFFAKARATFFSAMNPQGSEQDVEYSVVQHADGEKSNVLRKLLKRANSYEDAMMPFPGATIISQLLKNNMNKNGGTEPSFQASGLSSTGSEVHQEDICSNSSRDSPPECLSPFGRPTMSQFDVDRLCDEHLRAKRARVENIIRGMSHSPSVALRGNENEREMAPQSVSPRESYRENKRKQKLPQQQQQSFQQLVSARKEQKREERRQLKQQLEDMQKQLRQLQEKFYQVYDSTDSENDEDGDLSEDSMRSEILDARAQDSVGRSDNEMC.... Result: 0 (no interaction). (3) Result: 0 (no interaction). The protein sequence of the target gene is MSAPLLKLGAVLSTMAMISNWMSQTLPSLVGLNTTRLSAPDTLTQISPKEGWQVYSSAQDPDGRCICTVVAPEQNLCSRDAKSRQLRQLLEKVQNMSQSIEVLNLRTQRDFQYVLKMETQMKGLKAKFRQIEDDRKTLMTKHFQELKEKMDELLPLIPVLEQYKTDAKLITQFKEEIRNLSSVLTGIQEEIGAYDYEELHQRVLSLETRLRDCMKKLTCGKLMKITGPITVKTSGTRFGAWMTDPLASEKNNRVWYMDSYTNNKIVREYKSIADFVSGAESRTYNLPFKWAGTNHVVYNG.... The miRNA is hsa-miR-3973 with sequence ACAAAGUACAGCAUUAGCCUUAG. (4) The miRNA is hsa-miR-494-5p with sequence AGGUUGUCCGUGUUGUCUUCUCU. The protein sequence of the target gene is MAISPGPLFLIFVLGLVVIPPTLAQDDSRYTKFLTQHHDAKPKGRDDRYCERMMKRRSLTSPCKDVNTFIHGNKSNIKAICGANGSPYRENLRMSKSPFQVTTCKHTGGSPRPPCQYRASAGFRHVVIACENGLPVHFDESFFSL. Result: 0 (no interaction). (5) The miRNA is hsa-miR-605-5p with sequence UAAAUCCCAUGGUGCCUUCUCCU. The protein sequence of the target gene is MASADKNGGSVSSVSSSRLQSRKPPNLSITIPPPEKETQAPGEQDSMLPEGFQNRRLKKSQPRTWAAHTTACPPSFLPKRKNPAYLKSVSLQEPRSRWQESSEKRPGFRRQASLSQSIRKGAAQWFGVSGDWEGQRQQWQRRSLHHCSMRYGRLKASCQRDLELPSQEAPSFQGTESPKPCKMPKIVDPLARGRAFRHPEEMDRPHAPHPPLTPGVLSLTSFTSVRSGYSHLPRRKRMSVAHMSLQAAAALLKGRSVLDATGQRCRVVKRSFAFPSFLEEDVVDGADTFDSSFFSKEEMS.... Result: 0 (no interaction). (6) The miRNA is hsa-miR-493-5p with sequence UUGUACAUGGUAGGCUUUCAUU. The protein sequence of the target gene is MELLCHEVDPVRRAVRDRNLLRDDRVLQNLLTIEERYLPQCSYFKCVQKDIQPYMRRMVATWMLEVCEEQKCEEEVFPLAMNYLDRFLAGVPTPKSHLQLLGAVCMFLASKLKETSPLTAEKLCIYTDNSIKPQELLEWELVVLGKLKWNLAAVTPHDFIEHILRKLPQQREKLSLIRKHAQTFIALCATDFKFAMYPPSMIATGSVGAAICGLQQDEEVSSLTCDALTELLAKITNTDVDCLKACQEQIEAVLLNSLQQYRQDQRDGSKSEDELDQASTPTDVRDIDL. Result: 0 (no interaction). (7) Result: 0 (no interaction). The protein sequence of the target gene is MDDPAAPGPAGSPANDNGNGNGNGNGNGNGGKGKPAVPKGRETFRNQRRESEGSVDCPTLEFEYGDSDGHAAELSELYSYTENLEFTTNRKCFEEDFRTQVQDTKEWLELEEDAQKTYVMGLLDRLEVVSREKRLKVARAVLYLAQGTFGECDSEVDVLHWSRYNCFLLYQMGTFSAFLELLHMEIDNSQASSSALRKPAVSIADSTELRVLLSVMYLMVENIRLEREIDPCGWRTARETFRTELSFSTHNEEPFALLLFSMVTKFCSGLAPHFPIKKVLLLLWKVVMFTLGGFEHLQAL.... The miRNA is hsa-miR-4795-3p with sequence AUAUUAUUAGCCACUUCUGGAU. (8) The miRNA is hsa-miR-3922-5p with sequence UCAAGGCCAGAGGUCCCACAGCA. The protein sequence of the target gene is MTLLLLPLLLASLLASCSCNKANKHKPWIEAEYQGIVMENDNTVLLNPPLFALDKDAPLRYAGEICGFRLHGSGVPFEAVILDKATGEGLIRAKEPVDCEAQKEHTFTIQAYDCGEGPDGANTKKSHKATVHVRVNDVNEFAPVFVERLYRAAVTEGKLYDRILRVEAIDGDCSPQYSQICYYEILTPNTPFLIDNDGNIENTEKLQYSGERLYKFTVTAYDCGKKRAADDAEVEIQVKPTCKPSWQGWNKRIEYAPGAGSLALFPGIRLETCDEPLWNIQATIELQTSHVAKGCDRDNY.... Result: 1 (interaction). (9) The miRNA is hsa-miR-656-5p with sequence AGGUUGCCUGUGAGGUGUUCA. The protein sequence of the target gene is MTCWLCVLSLPLLLLPAAPPPAGGCPARCECTVQTRAVACTRRRLTAVPDGIPAETRLLELSRNRIRCLNPGDLAALPALEELDLSENAIAHVEPGAFANLPRLRVLRLRGNQLKLIPPGVFTRLDNLTLLDLSENKLVILLDYTFQDLHSLRRLEVGDNDLVFVSRRAFAGLLALEELTLERCNLTALSGESLGHLRSLGALRLRHLAIASLEDQNFRRLPGLLHLEIDNWPLLEEVAAGSLRGLNLTSLSVTHTNITAVPAAALRHQAHLTCLNLSHNPISTVPRGSFRDLVRLRELH.... Result: 0 (no interaction).